Dataset: Catalyst prediction with 721,799 reactions and 888 catalyst types from USPTO. Task: Predict which catalyst facilitates the given reaction. (1) Reactant: [CH2:1]([N:3]([CH2:11][C:12]1[CH:13]=[N:14][CH:15]=[C:16]([C:19]2[CH:20]=[C:21]3[C:25](=[CH:26][CH:27]=2)[N:24]([CH:28]2[CH2:33][CH2:32][CH2:31][CH2:30][O:29]2)[N:23]=[C:22]3[C:34]2[NH:35][C:36]([C:39]([NH:41][CH2:42][C:43]3[CH:44]=N[CH:46]=[CH:47][CH:48]=3)=[O:40])=[CH:37][N:38]=2)[C:17]=1[CH3:18])[C:4](=[O:10])[O:5][C:6]([CH3:9])([CH3:8])[CH3:7])[CH3:2].C(OC(N([CH2:59][C:60]1[C:61](C)=[C:62](C2C=C3C(=CC=2)N(C2CCCCO2)N=C3C2NC(C(O)=O)=CN=2)C=NC=1)CC)=O)(C)(C)C.C(N(C(C)C)CC)(C)C.Cl.CN(C(ON1N=NC2C=CC=NC1=2)=[N+](C)C)C.F[P-](F)(F)(F)(F)F. Product: [CH:62]12[CH2:61][CH:60]3[CH2:59][CH:47]([CH2:48][CH:43]([CH2:44]3)[CH:42]1[NH:41][C:39]([C:36]1[NH:35][C:34]([C:22]3[C:21]4[C:25](=[CH:26][CH:27]=[C:19]([C:16]5[C:17]([CH3:18])=[C:12]([CH2:11][N:3]([CH2:1][CH3:2])[C:4](=[O:10])[O:5][C:6]([CH3:9])([CH3:7])[CH3:8])[CH:13]=[N:14][CH:15]=5)[CH:20]=4)[N:24]([CH:28]4[CH2:33][CH2:32][CH2:31][CH2:30][O:29]4)[N:23]=3)=[N:38][CH:37]=1)=[O:40])[CH2:46]2. The catalyst class is: 2. (2) Reactant: [CH3:1][N:2]1[C:11]2[C:6](=[CH:7][C:8]([CH:12]3[CH2:16][CH2:15][N:14](C(OC(C)(C)C)=O)[CH2:13]3)=[CH:9][CH:10]=2)[CH:5]=[CH:4][C:3]1=[O:24].[ClH:25].O1CCOCC1. Product: [CH3:1][N:2]1[C:11]2[C:6](=[CH:7][C:8]([CH:12]3[CH2:16][CH2:15][NH:14][CH2:13]3)=[CH:9][CH:10]=2)[CH:5]=[CH:4][C:3]1=[O:24].[ClH:25]. The catalyst class is: 2. (3) Reactant: C(OC(=O)[NH:7][CH2:8][CH2:9][CH2:10][C:11]1[CH:16]=[CH:15][C:14]([N:17]2[CH2:21][C:20](=[O:22])[N:19]([CH2:23][CH2:24][Si:25]([CH3:28])([CH3:27])[CH3:26])[S:18]2(=[O:30])=[O:29])=[C:13]([O:31][CH2:32][C:33]2[CH:38]=[CH:37][CH:36]=[CH:35][CH:34]=2)[CH:12]=1)(C)(C)C.[F:40][C:41]([F:46])([F:45])[C:42]([OH:44])=[O:43]. Product: [OH:44][C:42]([C:41]([F:46])([F:45])[F:40])=[O:43].[NH2:7][CH2:8][CH2:9][CH2:10][C:11]1[CH:16]=[CH:15][C:14]([N:17]2[S:18](=[O:30])(=[O:29])[N:19]([CH2:23][CH2:24][Si:25]([CH3:26])([CH3:27])[CH3:28])[C:20](=[O:22])[CH2:21]2)=[C:13]([O:31][CH2:32][C:33]2[CH:34]=[CH:35][CH:36]=[CH:37][CH:38]=2)[CH:12]=1. The catalyst class is: 2.